Regression. Given a peptide amino acid sequence and an MHC pseudo amino acid sequence, predict their binding affinity value. This is MHC class II binding data. From a dataset of Peptide-MHC class II binding affinity with 134,281 pairs from IEDB. (1) The peptide sequence is YDPFLANVSTVLTGK. The MHC is DRB1_1101 with pseudo-sequence DRB1_1101. The binding affinity (normalized) is 0.545. (2) The MHC is HLA-DQA10201-DQB10402 with pseudo-sequence HLA-DQA10201-DQB10402. The binding affinity (normalized) is 0.289. The peptide sequence is IEDVQTDIPSEPWNT. (3) The peptide sequence is KSRTLKSFFAWSLSD. The MHC is DRB1_0405 with pseudo-sequence DRB1_0405. The binding affinity (normalized) is 0.709. (4) The binding affinity (normalized) is 0.610. The MHC is DRB1_0101 with pseudo-sequence DRB1_0101. The peptide sequence is YDKFGANVSTVLTGK. (5) The peptide sequence is SGAGWSGMAEATSLD. The MHC is HLA-DPA10103-DPB10401 with pseudo-sequence HLA-DPA10103-DPB10401. The binding affinity (normalized) is 0.0722.